From a dataset of Experimentally validated miRNA-target interactions with 360,000+ pairs, plus equal number of negative samples. Binary Classification. Given a miRNA mature sequence and a target amino acid sequence, predict their likelihood of interaction. (1) The miRNA is mmu-miR-667-3p with sequence UGACACCUGCCACCCAGCCCAAG. The protein sequence of the target gene is MTCTDQKSHSQRALGTQTPALQGPQLLNTDPSSEETRPPHVNPDRLCHMEPANHFWHAGDLQAMISKEFHLAATQDDCRKGRTQEDILVPSSHPELFASVLPMAPEEAARLQQPQPLPPPSGIHLSASRTLAPTLLYSSPPSHSPFGLSSLI. Result: 0 (no interaction). (2) The miRNA is hsa-miR-16-5p with sequence UAGCAGCACGUAAAUAUUGGCG. The protein sequence of the target gene is MTSALTQGLERIPDQLGYLVLSEGAVLASSGDLENDEQAASAISELVSTACGFRLHRGMNVPFKRLSVVFGEHTLLVTVSGQRVFVVKRQNRGREPIDV. Result: 1 (interaction). (3) The miRNA is mmu-miR-6920-5p with sequence ACACAAUGGAAAGACUGCUUGU. The protein sequence of the target gene is MAAGKFASLPRNMPVNHQFPLASSMDLLSSRSPLAEHRPDAYQDVSIHGTLPRKKKGPPPIRSCDDFSHMGTLPHSKSPRQNSPVTQDGIQESPWQDRHGETFTFRDPHLLDPTVEYVKFSKERHIMDRTPEKLKKELEEELLLSSEDLRSHAWYHGRIPRQVSENLVQRDGDFLVRDSLSSPGNFVLTCQWKNLAQHFKINRTVLRLSEAYSRVQYQFEMESFDSIPGLVRCYVGNRRPISQQSGAIIFQPINRTVPLRCLEEHYGTSPGQAREGSLTKGRPDVAKRLSLTMGGVQARE.... Result: 0 (no interaction). (4) The miRNA is hsa-miR-412-3p with sequence ACUUCACCUGGUCCACUAGCCGU. The protein sequence of the target gene is MATAERRALGIGFQWLSLATLVLICAGQGGRREDGGPACYGGFDLYFILDKSGSVLHHWNEIYYFVEQLAHKFISPQLRMSFIVFSTRGTTLMKLTEDREQIRQGLEELQKVLPGGDTYMHEGFERASEQIYYENRQGYRTASVIIALTDGELHEDLFFYSEREANRSRDLGAIVYCVGVKDFNETQLARIADSKDHVFPVNDGFQALQGIIHSILKKSCIEILAAEPSTICAGESFQVVVRGNGFRHARNVDRVLCSFKINDSVTLNEKPFSVEDTYLLCPAPILKEVGMKAALQVSMN.... Result: 1 (interaction). (5) The miRNA is mmu-miR-675-5p with sequence UGGUGCGGAAAGGGCCCACAGU. The protein sequence of the target gene is MSGSYDEASEEITDSFWEVGNYKRTVKRIDDGHRLCNDLMSCVQERAKIEKAYAQQLTDWAKRWRQLIEKGPQYGSLERAWGAMMTEADKVSELHQEVKNSLLNEDLEKVKNWQKDAYHKQIMGGFKETKEAEDGFRKAQKPWAKKMKELEAAKKAYHLACKEERLAMTREMNSKTEQSVTPEQQKKLVDKVDKCRQDVQKTQEKYEKVLEDVGKTTPQYMEGMEQVFEQCQQFEEKRLVFLKEVLLDIKRHLNLAENSSYMHVYRELEQAIRGADAQEDLRWFRSTSGPGMPMNWPQFE.... Result: 0 (no interaction). (6) The miRNA is hsa-miR-335-5p with sequence UCAAGAGCAAUAACGAAAAAUGU. The protein sequence of the target gene is MAALQKLPHCRKLVLLCFLLATLWEARAGQIRYSVREEIDRGSFVGNIAKDLGLEPLALAEQGVRIVSRGRSQLFALNPRSGSLVTANRIDREELCAQSAPCLLNFNILLEDKLTIYSVEVEITDINDNAPRFGVEELELKISETTTPGFRIPLKNAHDADVGENALQKYALNPNDHFSLDVRRGADGNKYPELVLERSLDREEEAVHHLVLVASDGGDPVLSGTSRICVKVLDANDNAPVFTQPEYRISIPENTLVGTRILTVTATDADEGYYAQVVYFLEKSPGETSEVFELKSTSGE.... Result: 1 (interaction). (7) The miRNA is hsa-miR-5089-3p with sequence AUGCUACUCGGAAAUCCCACUGA. The protein sequence of the target gene is MQNNEIIKPAKYFSELEKSILLALVEKYKYVLECKKSDARTIALKQRTWQALAHEYNSQPSVSLRDFKQLKKCWENIKARTKKIMAHERREKVKRSVSPLLSTHVLGKEKIASMLPEQLYFLQSPPEEEPEYHPDASAQESFAVSNRELCDDEKEFIHFPVCEGTSQPEPSCSAVRITANKNYRSKTSQEGALKKMHEEEHHQQMSILQLQLIQMNEVHVAKIQQIERECEMAEEEHRIKMEVLNKKKMYWERKLQTFTKEWPVSSFNRPFPNSP. Result: 0 (no interaction). (8) The miRNA is mmu-miR-3106-5p with sequence UGGCUCAUUUAGAAGCAGCCA. The protein sequence of the target gene is MPLYEGLGSGGEKTAVVIDLGEAFTKCGFAGETGPRCIIPSVIKRAGMSKPIKVVQYNINTEELYSYLKEFIHILYFRHLLVNPRDRRVVVIESVLCPSHFRETLTRVLFKYFEVPSVLLAPSHLMALLTLGINSAMVLDCGYRESLVLPIYEGIPILNCWGALPLGGKALHKELETQLLEQCTVDTGAAKGQSLPSVMGSVPEGVLEDIKVRTCFVSDLKRGLQIQAAKFNIDGNNERPTPPPNVDYPLDGEKILHVLGSIRDSVVEILFEQDNEEKSVATLILDSLLQCPIDTRKQLA.... Result: 1 (interaction). (9) The miRNA is hsa-miR-4742-3p with sequence UCUGUAUUCUCCUUUGCCUGCAG. The protein sequence of the target gene is MSVKEGAQRKWAALKEKLGPQDSDPTEANLESADPELCIRLLQMPSVVNYSGLRKRLEGSDGGWMVQFLEQSGLDLLLEALARLSGRGVARISDALLQLTCVSCVRAVMNSRQGIEYILSNQGYVRQLSQALDTSNVMVKKQVFELLAALCIYSPEGHVLTLDALDHYKTVCSQQYRFSIVMNELSGSDNVPYVVTLLSVINAVILGPEDLRARTQLRNEFIGLQLLDVLARLRDLEDADLLIQLEAFEEAKAEDEEELLRVSGGVDMSSHQEVFASLFHKVSCSPVSAQLLSVLQGLLH.... Result: 1 (interaction).